Dataset: Peptide-MHC class II binding affinity with 134,281 pairs from IEDB. Task: Regression. Given a peptide amino acid sequence and an MHC pseudo amino acid sequence, predict their binding affinity value. This is MHC class II binding data. (1) The peptide sequence is ALFYKLDVVPID. The MHC is HLA-DQA10401-DQB10402 with pseudo-sequence HLA-DQA10401-DQB10402. The binding affinity (normalized) is 0.0188. (2) The peptide sequence is EVDQTKIQYVIRAQL. The MHC is DRB1_0405 with pseudo-sequence DRB1_0405. The binding affinity (normalized) is 0.0274. (3) The peptide sequence is DEAHFTDPASIAARG. The MHC is DRB1_0405 with pseudo-sequence DRB1_0405. The binding affinity (normalized) is 0.135. (4) The peptide sequence is NFSLGAAVKAGAALL. The MHC is DRB1_0301 with pseudo-sequence DRB1_0301. The binding affinity (normalized) is 0.174. (5) The peptide sequence is GWGNGCGLFGKGSIV. The MHC is DRB5_0101 with pseudo-sequence DRB5_0101. The binding affinity (normalized) is 0. (6) The peptide sequence is AFILDGDLLFPKV. The MHC is DRB1_0401 with pseudo-sequence DRB1_0401. The binding affinity (normalized) is 0.733.